Dataset: Full USPTO retrosynthesis dataset with 1.9M reactions from patents (1976-2016). Task: Predict the reactants needed to synthesize the given product. Given the product [CH3:23][O:24][C:25]([C@@H:27]1[CH2:32][C@H:31]2[C:33]([CH3:34])([CH3:35])[C@:28]1([CH3:38])[C:29](=[O:37])/[C:30]/2=[CH:7]\[C:8]([C:10]1[CH:15]=[CH:14][CH:13]=[CH:12][C:11]=1[F:16])=[O:9])=[O:26], predict the reactants needed to synthesize it. The reactants are: COP([CH2:7][C:8]([C:10]1[CH:15]=[CH:14][CH:13]=[CH:12][C:11]=1[F:16])=[O:9])(=O)OC.CC(C)([O-])C.[K+].[CH3:23][O:24][C:25]([C@@H:27]1[CH2:32][C@H:31]2[C:33]([CH3:35])([CH3:34])[C@:28]1([CH3:38])[C:29](=[O:37])[C:30]2=O)=[O:26].